This data is from Peptide-MHC class II binding affinity with 134,281 pairs from IEDB. The task is: Regression. Given a peptide amino acid sequence and an MHC pseudo amino acid sequence, predict their binding affinity value. This is MHC class II binding data. The peptide sequence is PEEFAVVDLSKMRAV. The MHC is HLA-DPA10301-DPB10402 with pseudo-sequence HLA-DPA10301-DPB10402. The binding affinity (normalized) is 0.729.